From a dataset of Reaction yield outcomes from USPTO patents with 853,638 reactions. Predict the reaction yield, written as a fraction of the theoretical maximum amount of product (1.0 means a 100% yield; for example, 0.34 means a 34% yield). (1) The reactants are CO[C:3]1[CH:8]=[C:7]([O:9]C)[CH:6]=[C:5]([O:11]C)[C:4]=1[C:13]1[C:18]([O:19]C)=[CH:17][C:16]([O:21]C)=[CH:15][C:14]=1[O:23]C.Br.C([O-])(O)=O.[Na+]. The catalyst is C(O)(=O)C. The product is [OH:11][C:5]1[C:4]2[C:13]3[C:14]([OH:23])=[CH:15][C:16]([OH:21])=[CH:17][C:18]=3[O:19][C:3]=2[CH:8]=[C:7]([OH:9])[CH:6]=1. The yield is 0.770. (2) The reactants are [Cl:1][C:2]1[N:10]=[C:9]2[C:5]([N:6]=[CH:7][NH:8]2)=[C:4]([Cl:11])[N:3]=1.[O:12]1[CH:17]=[CH:16][CH2:15][CH2:14][CH2:13]1.O.C1(C)C=CC(S(O)(=O)=O)=CC=1. The catalyst is C1COCC1. The product is [Cl:1][C:2]1[N:10]=[C:9]2[C:5]([N:6]=[CH:7][N:8]2[CH:13]2[CH2:14][CH2:15][CH2:16][CH2:17][O:12]2)=[C:4]([Cl:11])[N:3]=1. The yield is 0.750.